This data is from Full USPTO retrosynthesis dataset with 1.9M reactions from patents (1976-2016). The task is: Predict the reactants needed to synthesize the given product. (1) Given the product [CH3:1][O:2][C:3]1[CH:4]=[C:5]([CH:8]=[CH:9][C:10]=1[O:11][CH3:12])[CH2:6][NH:27][C@@H:19]([CH3:18])[CH2:20][C:21]1[CH:26]=[CH:25][CH:24]=[CH:23][CH:22]=1, predict the reactants needed to synthesize it. The reactants are: [CH3:1][O:2][C:3]1[CH:4]=[C:5]([CH:8]=[CH:9][C:10]=1[O:11][CH3:12])[CH:6]=O.S(O)(O)(=O)=O.[CH3:18][C@H:19]([NH2:27])[CH2:20][C:21]1[CH:26]=[CH:25][CH:24]=[CH:23][CH:22]=1.C(N(CC)CC)C.C(O[BH-](OC(=O)C)OC(=O)C)(=O)C.[Na+]. (2) Given the product [Si:16]([O:23][CH2:24][C@H:25]([NH:26][S@@:27]([C:29]([CH3:32])([CH3:31])[CH3:30])=[O:28])[C:7]1[CH:12]=[CH:11][C:10]([S:13][CH2:14][CH3:15])=[CH:9][N:8]=1)([C:19]([CH3:22])([CH3:21])[CH3:20])([CH3:18])[CH3:17], predict the reactants needed to synthesize it. The reactants are: [Li]CCCC.Br[C:7]1[CH:12]=[CH:11][C:10]([S:13][CH2:14][CH3:15])=[CH:9][N:8]=1.[Si:16]([O:23][CH2:24]/[CH:25]=[N:26]/[S@@:27]([C:29]([CH3:32])([CH3:31])[CH3:30])=[O:28])([C:19]([CH3:22])([CH3:21])[CH3:20])([CH3:18])[CH3:17]. (3) Given the product [CH2:31]([C:33]1[CH:39]=[CH:38][C:36]([N:37]2[CH2:13][CH2:12][C:6]3([CH2:7][CH2:8][N:9]([S:23]([C:20]4[CH:21]=[CH:22][C:17]([F:16])=[CH:18][C:19]=4[C:27]([F:30])([F:29])[F:28])(=[O:25])=[O:24])[CH2:10][CH2:11]3)[C:4]2=[O:5])=[CH:35][CH:34]=1)[CH3:32], predict the reactants needed to synthesize it. The reactants are: C(O[C:4]([C:6]1([CH2:12][CH2:13]OC)[CH2:11][CH2:10][NH:9][CH2:8][CH2:7]1)=[O:5])C.[F:16][C:17]1[CH:22]=[CH:21][C:20]([S:23](Cl)(=[O:25])=[O:24])=[C:19]([C:27]([F:30])([F:29])[F:28])[CH:18]=1.[CH2:31]([C:33]1[CH:39]=[CH:38][C:36]([NH2:37])=[CH:35][CH:34]=1)[CH3:32]. (4) Given the product [C:47]([OH:46])(=[O:49])/[CH:48]=[CH:52]/[C:51]([OH:54])=[O:53].[F:22][C:19]1[CH:20]=[C:21]2[C:16]([N:15]=[CH:14][C:13](=[O:23])[N:12]2[CH2:11][CH2:10][N:7]2[CH2:6][CH2:5][CH:4]([NH:3][CH2:35][C:33]3[N:32]=[N:31][C:28]4[S:29][CH2:30][C:25](=[O:24])[NH:26][C:27]=4[CH:34]=3)[CH2:9][CH2:8]2)=[CH:17][CH:18]=1, predict the reactants needed to synthesize it. The reactants are: Cl.Cl.[NH2:3][CH:4]1[CH2:9][CH2:8][N:7]([CH2:10][CH2:11][N:12]2[C:21]3[C:16](=[CH:17][CH:18]=[C:19]([F:22])[CH:20]=3)[N:15]=[CH:14][C:13]2=[O:23])[CH2:6][CH2:5]1.[O:24]=[C:25]1[CH2:30][S:29][C:28]2[N:31]=[N:32][C:33]([CH:35]=O)=[CH:34][C:27]=2[NH:26]1.[C:47]([O:46][BH-]([O:46][C:47](=[O:49])[CH3:48])[O:46][C:47](=[O:49])[CH3:48])(=[O:49])[CH3:48].[Na+].[C:51]([O:54][BH-]([O:54][C:51](=[O:53])[CH3:52])[O:54][C:51](=[O:53])[CH3:52])(=[O:53])[CH3:52].C(=O)(O)[O-].[Na+].